Dataset: NCI-60 drug combinations with 297,098 pairs across 59 cell lines. Task: Regression. Given two drug SMILES strings and cell line genomic features, predict the synergy score measuring deviation from expected non-interaction effect. (1) Drug 1: CN1CCC(CC1)COC2=C(C=C3C(=C2)N=CN=C3NC4=C(C=C(C=C4)Br)F)OC. Drug 2: CS(=O)(=O)OCCCCOS(=O)(=O)C. Cell line: HCC-2998. Synergy scores: CSS=4.51, Synergy_ZIP=0.225, Synergy_Bliss=-0.537, Synergy_Loewe=-6.45, Synergy_HSA=-3.19. (2) Drug 1: CCN(CC)CCNC(=O)C1=C(NC(=C1C)C=C2C3=C(C=CC(=C3)F)NC2=O)C. Drug 2: N.N.Cl[Pt+2]Cl. Cell line: SK-MEL-2. Synergy scores: CSS=52.4, Synergy_ZIP=0.974, Synergy_Bliss=-1.13, Synergy_Loewe=-0.0353, Synergy_HSA=0.684. (3) Drug 1: C(=O)(N)NO. Drug 2: CCC1(CC2CC(C3=C(CCN(C2)C1)C4=CC=CC=C4N3)(C5=C(C=C6C(=C5)C78CCN9C7C(C=CC9)(C(C(C8N6C)(C(=O)OC)O)OC(=O)C)CC)OC)C(=O)OC)O.OS(=O)(=O)O. Cell line: UACC-257. Synergy scores: CSS=-1.87, Synergy_ZIP=1.09, Synergy_Bliss=0.772, Synergy_Loewe=-0.0524, Synergy_HSA=-0.795.